Dataset: Full USPTO retrosynthesis dataset with 1.9M reactions from patents (1976-2016). Task: Predict the reactants needed to synthesize the given product. (1) Given the product [Br:6][C:7]1[CH:12]=[C:11]([N+:13]([O-:15])=[O:14])[CH:10]=[C:9]([Br:16])[C:8]=1[I:25], predict the reactants needed to synthesize it. The reactants are: C(=O)(O)[O-].[Na+].[Br:6][C:7]1[CH:12]=[C:11]([N+:13]([O-:15])=[O:14])[CH:10]=[C:9]([Br:16])[C:8]=1OS(C(F)(F)F)(=O)=O.[I-:25].[Na+]. (2) Given the product [O:1]1[CH2:6][CH2:5][N:4]([C:7]2[CH:12]=[CH:11][C:10]([C:13]3[NH:17][C:16]4[CH:18]=[CH:19][CH:20]=[C:21]([C:22]([NH:44][C:39]5[CH:38]=[N:43][CH:42]=[CH:41][CH:40]=5)=[O:23])[C:15]=4[N:14]=3)=[C:9]([C:25]([F:27])([F:26])[F:28])[CH:8]=2)[CH2:3][CH2:2]1, predict the reactants needed to synthesize it. The reactants are: [O:1]1[CH2:6][CH2:5][N:4]([C:7]2[CH:12]=[CH:11][C:10]([C:13]3[NH:17][C:16]4[CH:18]=[CH:19][CH:20]=[C:21]([C:22](O)=[O:23])[C:15]=4[N:14]=3)=[C:9]([C:25]([F:28])([F:27])[F:26])[CH:8]=2)[CH2:3][CH2:2]1.CN(C(ON1N=[N:44][C:39]2[CH:40]=[CH:41][CH:42]=[N:43][C:38]1=2)=[N+](C)C)C.F[P-](F)(F)(F)(F)F.CCN(C(C)C)C(C)C.NC1C=NC=CC=1. (3) Given the product [CH3:1][C:2]1[CH:7]=[CH:6][CH:5]=[C:4]([CH3:8])[C:3]=1[C:9]1[N:14]=[C:13]([OH:15])[C:12]([CH2:17][O:18][C:19]2[CH:24]=[C:23]([CH:25]([CH3:26])[CH3:27])[CH:22]=[CH:21][C:20]=2[CH3:28])=[C:11]([CH3:29])[N:10]=1, predict the reactants needed to synthesize it. The reactants are: [CH3:1][C:2]1[CH:7]=[CH:6][CH:5]=[C:4]([CH3:8])[C:3]=1[C:9]1[N:14]=[C:13]([O:15]C)[C:12]([CH2:17][O:18][C:19]2[CH:24]=[C:23]([CH:25]([CH3:27])[CH3:26])[CH:22]=[CH:21][C:20]=2[CH3:28])=[C:11]([CH3:29])[N:10]=1.Cl. (4) Given the product [CH2:12]([C:11]1[C:6]([C:2]2[O:1][CH:5]=[CH:4][CH:3]=2)=[N:7][C:8]([NH2:16])=[N:9][C:10]=1[S:14][CH3:15])[CH3:13], predict the reactants needed to synthesize it. The reactants are: [O:1]1[CH:5]=[CH:4][CH:3]=[C:2]1[C:6]1[C:11]([CH:12]=[CH2:13])=[C:10]([S:14][CH3:15])[N:9]=[C:8]([NH2:16])[N:7]=1.[H][H]. (5) Given the product [CH2:36]([C:39]1[CH:44]=[CH:43][C:42]([C:45]([N:47]=[C:48]=[S:49])=[O:46])=[CH:41][CH:40]=1)[CH2:37][CH3:38].[CH3:13][O:14][C:15]1[CH:16]=[C:17]2[C:22](=[CH:23][C:24]=1[O:25][CH3:26])[N:21]=[CH:20][CH:19]=[C:18]2[O:27][C:28]1[CH:34]=[CH:33][C:31]([NH:32][C:48]([NH:47][C:45](=[O:46])[C:42]2[CH:43]=[CH:44][C:39]([CH2:36][CH2:37][CH3:38])=[CH:40][CH:41]=2)=[S:49])=[C:30]([F:35])[CH:29]=1, predict the reactants needed to synthesize it. The reactants are: C(C1C=CC(C(Cl)=O)=CC=1)CC.[CH3:13][O:14][C:15]1[CH:16]=[C:17]2[C:22](=[CH:23][C:24]=1[O:25][CH3:26])[N:21]=[CH:20][CH:19]=[C:18]2[O:27][C:28]1[CH:34]=[CH:33][C:31]([NH2:32])=[C:30]([F:35])[CH:29]=1.[CH2:36]([C:39]1[CH:44]=[CH:43][C:42]([C:45]([N:47]=[C:48]=[S:49])=[O:46])=[CH:41][CH:40]=1)[CH2:37][CH3:38].